From a dataset of Forward reaction prediction with 1.9M reactions from USPTO patents (1976-2016). Predict the product of the given reaction. (1) Given the reactants N(C(OCC)=O)=NC(OCC)=O.[C:13]([C:17]1[CH:18]=[CH:19][C:20]([OH:39])=[C:21]([NH:23][C:24](=[O:38])[CH2:25][CH2:26][N:27]2[C:35](=[O:36])[C:34]3[C:29](=[CH:30][CH:31]=[CH:32][CH:33]=3)[C:28]2=[O:37])[CH:22]=1)([CH3:16])([CH3:15])[CH3:14].C1(P(C2C=CC=CC=2)C2C=CC=CC=2)C=CC=CC=1, predict the reaction product. The product is: [C:13]([C:17]1[CH:18]=[CH:19][C:20]([OH:39])=[C:21]([NH:23][C:24](=[O:38])[CH2:25][CH2:26][N:27]2[C:28](=[O:37])[C:29]3[C:34](=[CH:33][CH:32]=[CH:31][CH:30]=3)[C:35]2=[O:36])[CH:22]=1)([CH3:16])([CH3:14])[CH3:15].[C:13]([C:17]1[CH:18]=[CH:19][C:20]2[O:39][C:24]([CH2:25][CH2:26][N:27]3[C:35](=[O:36])[C:34]4[C:29](=[CH:30][CH:31]=[CH:32][CH:33]=4)[C:28]3=[O:37])=[N:23][C:21]=2[CH:22]=1)([CH3:15])([CH3:14])[CH3:16]. (2) Given the reactants Br[C:2]1[CH:3]=[C:4]2[C:8]3=[C:9]([CH2:11][CH2:12][N:7]3[C@H:6]3[CH2:13][CH2:14][N:15]([C:17]([O:19][C:20]([CH3:23])([CH3:22])[CH3:21])=[O:18])[CH2:16][C@@H:5]23)[CH:10]=1.[F:24][C:25]([F:36])([F:35])[C:26]1[CH:31]=[CH:30][CH:29]=[CH:28][C:27]=1B(O)O, predict the reaction product. The product is: [F:24][C:25]([F:36])([F:35])[C:26]1[CH:31]=[CH:30][CH:29]=[CH:28][C:27]=1[C:2]1[CH:3]=[C:4]2[C:8]3=[C:9]([CH2:11][CH2:12][N:7]3[C@H:6]3[CH2:13][CH2:14][N:15]([C:17]([O:19][C:20]([CH3:21])([CH3:22])[CH3:23])=[O:18])[CH2:16][C@@H:5]23)[CH:10]=1. (3) The product is: [C:22]([O:26][C:27]([N:29]1[CH2:34][CH2:33][N:32]([C:35]2[CH:36]=[N:37][C:38]([NH:41][C:7]3[N:8]=[CH:9][C:4]4[C:3]([CH3:21])=[C:2]([Br:1])[C:14](=[O:15])[N:13]([CH:16]5[CH2:20][CH2:19][CH2:18][CH2:17]5)[C:5]=4[N:6]=3)=[CH:39][CH:40]=2)[CH2:31][CH2:30]1)=[O:28])([CH3:25])([CH3:23])[CH3:24]. Given the reactants [Br:1][C:2]1[C:14](=[O:15])[N:13]([CH:16]2[CH2:20][CH2:19][CH2:18][CH2:17]2)[C:5]2[N:6]=[C:7](S(C)=O)[N:8]=[CH:9][C:4]=2[C:3]=1[CH3:21].[C:22]([O:26][C:27]([N:29]1[CH2:34][CH2:33][N:32]([C:35]2[CH:36]=[N:37][C:38]([NH2:41])=[CH:39][CH:40]=2)[CH2:31][CH2:30]1)=[O:28])([CH3:25])([CH3:24])[CH3:23].CO.C(Cl)Cl, predict the reaction product. (4) Given the reactants [F:1][C:2]([F:30])([F:29])[C:3]1[CH:8]=[CH:7][CH:6]=[CH:5][C:4]=1[CH2:9][NH:10][C:11]([C:13]1[CH:14]=[C:15]2[C:19](=[CH:20][CH:21]=1)[CH2:18][N:17](C(OC(C)(C)C)=O)[CH2:16]2)=[O:12].FC(F)(F)C(O)=O, predict the reaction product. The product is: [F:29][C:2]([F:1])([F:30])[C:3]1[CH:8]=[CH:7][CH:6]=[CH:5][C:4]=1[CH2:9][NH:10][C:11]([C:13]1[CH:14]=[C:15]2[C:19](=[CH:20][CH:21]=1)[CH2:18][NH:17][CH2:16]2)=[O:12]. (5) Given the reactants [NH2:1][CH2:2][CH2:3][CH2:4][C@H:5]1[CH2:9][NH:8]/[C:7](=[N:10]\[C:11]([C:13]2[C:18]([NH2:19])=[N:17][C:16]([NH2:20])=[C:15]([Cl:21])[N:14]=2)=[O:12])/[NH:6]1.[C:22]1([CH2:28][C:29](Cl)=[O:30])[CH:27]=[CH:26][CH:25]=[CH:24][CH:23]=1, predict the reaction product. The product is: [C:22]1([CH2:28][C:29]([NH:1][CH2:2][CH2:3][CH2:4][C@H:5]2[CH2:9][NH:8]/[C:7](=[N:10]\[C:11]([C:13]3[C:18]([NH2:19])=[N:17][C:16]([NH2:20])=[C:15]([Cl:21])[N:14]=3)=[O:12])/[NH:6]2)=[O:30])[CH:27]=[CH:26][CH:25]=[CH:24][CH:23]=1. (6) The product is: [Cl:1][C:2]1[CH:3]=[C:4]([CH3:11])[C:5]([C:6]([OH:8])=[O:7])=[C:9]([I:12])[CH:10]=1. Given the reactants [Cl:1][C:2]1[CH:10]=[CH:9][C:5]([C:6]([OH:8])=[O:7])=[C:4]([CH3:11])[CH:3]=1.[I:12]NC(=O)CCC(N)=O.O, predict the reaction product. (7) Given the reactants [CH3:1][N:2]1[C:6]([CH:7]2[CH2:12][CH:11]([C:13]([O:15]CC)=[O:14])[CH2:10][CH2:9][N:8]2[C:18]([O:20][CH2:21][C:22]2[CH:27]=[CH:26][CH:25]=[CH:24][CH:23]=2)=[O:19])=[N:5][N:4]=[N:3]1.[Li+].[OH-].Cl, predict the reaction product. The product is: [CH2:21]([O:20][C:18]([N:8]1[CH2:9][CH2:10][CH:11]([C:13]([OH:15])=[O:14])[CH2:12][CH:7]1[C:6]1[N:2]([CH3:1])[N:3]=[N:4][N:5]=1)=[O:19])[C:22]1[CH:27]=[CH:26][CH:25]=[CH:24][CH:23]=1.